From a dataset of Reaction yield outcomes from USPTO patents with 853,638 reactions. Predict the reaction yield, written as a fraction of the theoretical maximum amount of product (1.0 means a 100% yield; for example, 0.34 means a 34% yield). (1) The reactants are [NH:1]1[CH2:6][CH2:5][CH:4]([CH2:7][OH:8])[CH2:3][CH2:2]1.C(N(CC)C(C)C)(C)C.[C:18](=O)([O-:37])[O:19][C:20]1[CH:25]=[CH:24][C:23]([N+]([O-])=O)=[CH:22][C:21]=1[CH2:29][CH:30](CC)CCCC.O. The catalyst is ClCCl. The product is [CH2:29]([CH:21]([CH2:22][CH2:23][CH2:24][CH3:25])[CH2:20][O:19][C:18]([N:1]1[CH2:6][CH2:5][CH:4]([CH2:7][OH:8])[CH2:3][CH2:2]1)=[O:37])[CH3:30]. The yield is 0.970. (2) The reactants are [N+:1]([C:4]1[CH:5]=[N:6][C:7]2[C:12]([C:13]=1[NH:14][CH2:15][C:16]1([OH:22])[CH2:21][CH2:20][O:19][CH2:18][CH2:17]1)=[CH:11][CH:10]=[CH:9][CH:8]=2)([O-])=O. The catalyst is [Pt].C(#N)C. The product is [NH2:1][C:4]1[CH:5]=[N:6][C:7]2[C:12]([C:13]=1[NH:14][CH2:15][C:16]1([OH:22])[CH2:21][CH2:20][O:19][CH2:18][CH2:17]1)=[CH:11][CH:10]=[CH:9][CH:8]=2. The yield is 0.940. (3) The catalyst is CN(C=O)C. The yield is 0.530. The reactants are [CH2:1]([N:3]([CH2:36][CH3:37])[CH2:4][CH2:5][CH2:6][NH:7][C:8]1[N:9]=[C:10]([C:27]2[CH:35]=[CH:34][C:30]([C:31](O)=[O:32])=[CH:29][CH:28]=2)[C:11]2[CH:17]=[CH:16][C:15](=[O:18])[N:14]([C:19]3[C:24]([F:25])=[CH:23][CH:22]=[CH:21][C:20]=3[F:26])[C:12]=2[N:13]=1)[CH3:2].CN(C(O[N:46]1N=N[C:48]2[CH:49]=CC=C[C:47]1=2)=[N+](C)C)C.F[P-](F)(F)(F)(F)F.C(N(CC)CC)C.C(N)CC. The product is [CH2:36]([N:3]([CH2:1][CH3:2])[CH2:4][CH2:5][CH2:6][NH:7][C:8]1[N:9]=[C:10]([C:27]2[CH:35]=[CH:34][C:30]([C:31]([NH:46][CH2:47][CH2:48][CH3:49])=[O:32])=[CH:29][CH:28]=2)[C:11]2[CH:17]=[CH:16][C:15](=[O:18])[N:14]([C:19]3[C:20]([F:26])=[CH:21][CH:22]=[CH:23][C:24]=3[F:25])[C:12]=2[N:13]=1)[CH3:37]. (4) The reactants are [NH2:1][CH2:2][CH:3]([OH:6])[CH2:4][OH:5].C(N(CC)CC)C.[C:14](O[C:14]([O:16][C:17]([CH3:20])([CH3:19])[CH3:18])=[O:15])([O:16][C:17]([CH3:20])([CH3:19])[CH3:18])=[O:15]. The catalyst is CO. The product is [C:17]([O:16][C:14]([NH:1][CH2:2][CH:3]([OH:6])[CH2:4][OH:5])=[O:15])([CH3:20])([CH3:19])[CH3:18]. The yield is 0.990. (5) The reactants are [CH2:1]([C:3]1[CH:4]=[CH:5][C:6]([OH:11])=[C:7]([CH:10]=1)[CH:8]=[O:9])[CH3:2].[OH:12]C1C=CC(C(F)(F)F)=CC=1C=O. No catalyst specified. The product is [CH2:1]([C:3]1[CH:4]=[CH:5][C:6]([OH:11])=[C:7]([CH:10]=1)[C:8]([OH:12])=[O:9])[CH3:2]. The yield is 0.796. (6) The reactants are C([O:3][C:4](=[O:16])[CH:5]([O:7][CH2:8][C:9]1[CH:14]=[CH:13][C:12]([F:15])=[CH:11][CH:10]=1)[CH3:6])C.[OH-].[Na+]. The catalyst is O1CCOCC1. The product is [F:15][C:12]1[CH:11]=[CH:10][C:9]([CH2:8][O:7][CH:5]([CH3:6])[C:4]([OH:16])=[O:3])=[CH:14][CH:13]=1. The yield is 0.990. (7) The reactants are [N:1]1([C:8]2[CH:13]=[CH:12][C:11]([C:14]3[NH:23][C:22](=[O:24])[C:21]4[C:16](=[CH:17][C:18]([O:27][CH3:28])=[CH:19][C:20]=4[O:25][CH3:26])[N:15]=3)=[CH:10][CH:9]=2)[CH2:7][CH2:6][CH2:5][NH:4][CH2:3][CH2:2]1.CI.[CH3:31]CN(C(C)C)C(C)C. The catalyst is CN(C=O)C.C(OCC)(=O)C. The product is [CH3:26][O:25][C:20]1[CH:19]=[C:18]([O:27][CH3:28])[CH:17]=[C:16]2[C:21]=1[C:22](=[O:24])[NH:23][C:14]([C:11]1[CH:12]=[CH:13][C:8]([N:1]3[CH2:7][CH2:6][CH2:5][N:4]([CH3:31])[CH2:3][CH2:2]3)=[CH:9][CH:10]=1)=[N:15]2. The yield is 0.230. (8) The reactants are [H-].[Na+].[CH3:3][C:4]1[CH:9]=[CH:8][C:7]([CH:10]([OH:15])[C:11]([F:14])([F:13])[F:12])=[CH:6][CH:5]=1.[NH2:16][C:17]1[N:22]=[C:21](Cl)[CH:20]=[C:19]([Cl:24])[N:18]=1.O. The catalyst is C1COCC1.C(OCC)(=O)C. The product is [Cl:24][C:19]1[CH:20]=[C:21]([O:15][CH:10]([C:7]2[CH:8]=[CH:9][C:4]([CH3:3])=[CH:5][CH:6]=2)[C:11]([F:12])([F:13])[F:14])[N:22]=[C:17]([NH2:16])[N:18]=1. The yield is 0.660. (9) The reactants are [ClH:1].[NH:2]1[CH2:7][CH2:6][C:5](=O)[CH2:4][CH2:3]1.Cl.Cl.[NH:11]([C:13]1[CH:21]=[CH:20][C:16]([C:17]([OH:19])=[O:18])=[CH:15][CH:14]=1)N. The catalyst is O1CCOCC1. The product is [ClH:1].[CH2:3]1[C:4]2[C:21]3[CH:20]=[C:16]([C:17]([OH:19])=[O:18])[CH:15]=[CH:14][C:13]=3[NH:11][C:5]=2[CH2:6][CH2:7][NH:2]1. The yield is 0.800. (10) The product is [Cl:32][C:24]1[CH:23]=[C:22]([CH:27]=[CH:26][C:25]=1[O:28][CH:29]([CH3:30])[CH3:31])[C:21]([NH:20][C@H:16]([CH2:17][CH2:18][OH:19])[CH2:15][C:12]1[CH:13]=[CH:14][C:9]([C:7]2[N:8]=[C:4]([C:1](=[N:37][O:36][CH3:35])[CH3:2])[N:5]([CH3:34])[CH:6]=2)=[CH:10][CH:11]=1)=[O:33]. The catalyst is N1C=CC=CC=1. The reactants are [C:1]([C:4]1[N:5]([CH3:34])[CH:6]=[C:7]([C:9]2[CH:14]=[CH:13][C:12]([CH2:15][C@H:16]([NH:20][C:21](=[O:33])[C:22]3[CH:27]=[CH:26][C:25]([O:28][CH:29]([CH3:31])[CH3:30])=[C:24]([Cl:32])[CH:23]=3)[CH2:17][CH2:18][OH:19])=[CH:11][CH:10]=2)[N:8]=1)(=O)[CH3:2].[CH3:35][O:36][NH3+:37].[Cl-]. The yield is 0.700.